The task is: Regression. Given a peptide amino acid sequence and an MHC pseudo amino acid sequence, predict their binding affinity value. This is MHC class II binding data.. This data is from Peptide-MHC class II binding affinity with 134,281 pairs from IEDB. (1) The peptide sequence is EKKYAAATQFEPLAA. The MHC is HLA-DPA10103-DPB10401 with pseudo-sequence HLA-DPA10103-DPB10401. The binding affinity (normalized) is 0.714. (2) The peptide sequence is TPESATPFPHRKGVL. The MHC is DRB1_1302 with pseudo-sequence DRB1_1302. The binding affinity (normalized) is 0.241. (3) The peptide sequence is EDTNIYNSNEAFKVE. The MHC is DRB3_0101 with pseudo-sequence DRB3_0101. The binding affinity (normalized) is 0.570. (4) The peptide sequence is TRSVETDKGPLDKEA. The binding affinity (normalized) is 0. The MHC is DRB3_0202 with pseudo-sequence DRB3_0202. (5) The peptide sequence is GVLVATNFFGINTIP. The MHC is HLA-DPA10103-DPB10301 with pseudo-sequence HLA-DPA10103-DPB10301. The binding affinity (normalized) is 0.139.